Dataset: Forward reaction prediction with 1.9M reactions from USPTO patents (1976-2016). Task: Predict the product of the given reaction. (1) Given the reactants [C:1]([O:4][C@@H:5]1[C@@H:10]([O:11][C:12](=[O:14])[CH3:13])[C@H:9]([O:15][C:16](=[O:18])[CH3:17])[C@@H:8]([O:19][CH3:20])[O:7][C@H:6]1[C:21]1[CH:26]=[CH:25][C:24]([Cl:27])=[C:23]([CH2:28][C:29]2[CH:34]=[CH:33][C:32]([OH:35])=[CH:31][CH:30]=2)[CH:22]=1)(=[O:3])[CH3:2].Br[CH2:37][CH2:38][O:39][Si:40]([C:43]([CH3:46])([CH3:45])[CH3:44])([CH3:42])[CH3:41].C(=O)([O-])[O-].[Cs+].[Cs+], predict the reaction product. The product is: [C:1]([O:4][C@@H:5]1[C@@H:10]([O:11][C:12](=[O:14])[CH3:13])[C@H:9]([O:15][C:16](=[O:18])[CH3:17])[C@@H:8]([O:19][CH3:20])[O:7][C@H:6]1[C:21]1[CH:26]=[CH:25][C:24]([Cl:27])=[C:23]([CH2:28][C:29]2[CH:34]=[CH:33][C:32]([O:35][CH2:37][CH2:38][O:39][Si:40]([C:43]([CH3:46])([CH3:45])[CH3:44])([CH3:42])[CH3:41])=[CH:31][CH:30]=2)[CH:22]=1)(=[O:3])[CH3:2]. (2) Given the reactants [CH3:1][N:2]([C@@H:10]1[CH2:14][CH2:13][N:12]([C:15]2[CH:20]=[C:19]([NH:21][C:22]34[CH2:31][CH:26]5[CH2:27][CH:28]([CH2:30][CH:24]([CH2:25]5)[CH2:23]3)[CH2:29]4)[N:18]=[N:17][CH:16]=2)[CH2:11]1)C(=O)OC(C)(C)C.[ClH:32].CCOCC, predict the reaction product. The product is: [ClH:32].[ClH:32].[CH3:1][NH:2][C@@H:10]1[CH2:14][CH2:13][N:12]([C:15]2[CH:20]=[C:19]([NH:21][C:22]34[CH2:31][CH:26]5[CH2:27][CH:28]([CH2:30][CH:24]([CH2:25]5)[CH2:23]3)[CH2:29]4)[N:18]=[N:17][CH:16]=2)[CH2:11]1. (3) Given the reactants [F:1][C:2]1[CH:8]=[C:7]([F:9])[CH:6]=[CH:5][C:3]=1[NH2:4].Cl[C:11]1[C:16]([Cl:17])=[CH:15][N:14]=[CH:13][N:12]=1.C(=O)([O-])[O-].[Cs+].[Cs+], predict the reaction product. The product is: [Cl:17][C:16]1[C:11]([NH:4][C:3]2[CH:5]=[CH:6][C:7]([F:9])=[CH:8][C:2]=2[F:1])=[N:12][CH:13]=[N:14][CH:15]=1. (4) Given the reactants Cl.[CH3:2][C:3]1([OH:8])[CH2:7][CH2:6][NH:5][CH2:4]1.C(=O)([O-])[O-].[K+].[K+].Br[CH2:16][CH2:17][CH2:18][C:19]1[CH:24]=[CH:23][CH:22]=[CH:21][CH:20]=1, predict the reaction product. The product is: [CH3:2][C:3]1([OH:8])[CH2:7][CH2:6][N:5]([CH2:16][CH2:17][CH2:18][C:19]2[CH:24]=[CH:23][CH:22]=[CH:21][CH:20]=2)[CH2:4]1. (5) Given the reactants [F:1][C:2]1[CH:7]=[CH:6][C:5]([C:8]2[O:9][CH:10]=[C:11]([C:13](=[O:33])[CH2:14][NH:15][C:16](=[O:32])[C:17]3[CH:22]=[CH:21][CH:20]=[C:19]([C:23]4[N:27]=[C:26]([C:28]([F:31])([F:30])[F:29])[O:25][N:24]=4)[CH:18]=3)[N:12]=2)=[CH:4][CH:3]=1.[CH3:34][Mg]Cl, predict the reaction product. The product is: [F:1][C:2]1[CH:3]=[CH:4][C:5]([C:8]2[O:9][CH:10]=[C:11]([C:13]([OH:33])([CH3:34])[CH2:14][NH:15][C:16](=[O:32])[C:17]3[CH:22]=[CH:21][CH:20]=[C:19]([C:23]4[N:27]=[C:26]([C:28]([F:30])([F:29])[F:31])[O:25][N:24]=4)[CH:18]=3)[N:12]=2)=[CH:6][CH:7]=1. (6) Given the reactants C[O:2][C:3]([C:5]1[N:9]([CH3:10])[C:8]2[CH:11]=[CH:12][CH:13]=[CH:14][C:7]=2[N:6]=1)=[O:4].[OH-].[Na+], predict the reaction product. The product is: [CH3:10][N:9]1[C:8]2[CH:11]=[CH:12][CH:13]=[CH:14][C:7]=2[N:6]=[C:5]1[C:3]([OH:4])=[O:2].